The task is: Regression. Given a peptide amino acid sequence and an MHC pseudo amino acid sequence, predict their binding affinity value. This is MHC class II binding data.. This data is from Peptide-MHC class II binding affinity with 134,281 pairs from IEDB. (1) The peptide sequence is KVTAKGVSEANTCAA. The MHC is DRB3_0202 with pseudo-sequence DRB3_0202. The binding affinity (normalized) is 0. (2) The peptide sequence is AFLLLGLAGNSSPSA. The MHC is DRB3_0202 with pseudo-sequence DRB3_0202. The binding affinity (normalized) is 0.690. (3) The peptide sequence is HRDNIEDDLLNRNNT. The MHC is HLA-DPA10201-DPB10501 with pseudo-sequence HLA-DPA10201-DPB10501. The binding affinity (normalized) is 0.0593.